From a dataset of Forward reaction prediction with 1.9M reactions from USPTO patents (1976-2016). Predict the product of the given reaction. (1) Given the reactants [OH:1][N:2]1[C:6](=[O:7])[C:5]2=[CH:8][CH:9]=[CH:10][CH:11]=[C:4]2[C:3]1=[O:12].C1(P(C2C=CC=CC=2)C2C=CC=CC=2)C=CC=CC=1.[O:32]1[CH2:37][CH2:36][CH:35](O)[CH2:34][CH2:33]1.N(C(OC(C)(C)C)=O)=NC(OC(C)(C)C)=O, predict the reaction product. The product is: [O:32]1[CH2:37][CH2:36][CH:35]([O:1][N:2]2[C:3](=[O:12])[C:4]3[C:5](=[CH:8][CH:9]=[CH:10][CH:11]=3)[C:6]2=[O:7])[CH2:34][CH2:33]1. (2) Given the reactants [CH3:1][O:2][C:3]1[CH:8]=[CH:7][CH:6]=[CH:5][C:4]=1[N:9]1[CH2:14][CH2:13][N:12]([CH2:15][CH2:16][CH2:17][CH2:18]O)[CH2:11][CH2:10]1.[CH2:20]([NH:23][CH:24]1[CH2:32][CH2:31][C:27]2[N:28]=[CH:29][S:30][C:26]=2[CH2:25]1)[CH2:21]C, predict the reaction product. The product is: [CH2:20]([N:23]([CH2:18][CH2:17][CH2:16][CH2:15][N:12]1[CH2:13][CH2:14][N:9]([C:4]2[CH:5]=[CH:6][CH:7]=[CH:8][C:3]=2[O:2][CH3:1])[CH2:10][CH2:11]1)[CH:24]1[CH2:32][CH2:31][C:27]2[N:28]=[CH:29][S:30][C:26]=2[CH2:25]1)[CH3:21]. (3) Given the reactants [C:1]([C:3]1[CH:8]=[CH:7][C:6]([CH:9]2[N:14]([CH2:15][C:16]3[O:20][C:19]([C:21]([O:23]C)=[O:22])=[CH:18][CH:17]=3)[C:13](=[O:25])[N:12]([C:26]3[CH:31]=[CH:30][CH:29]=[C:28]([C:32]([F:35])([F:34])[F:33])[CH:27]=3)[C:11]([CH3:36])=[C:10]2[C:37]([CH:39]2[CH2:41][CH2:40]2)=[O:38])=[CH:5][CH:4]=1)#[N:2].[OH-].[Li+].Cl.CO, predict the reaction product. The product is: [C:1]([C:3]1[CH:8]=[CH:7][C:6]([CH:9]2[N:14]([CH2:15][C:16]3[O:20][C:19]([C:21]([OH:23])=[O:22])=[CH:18][CH:17]=3)[C:13](=[O:25])[N:12]([C:26]3[CH:31]=[CH:30][CH:29]=[C:28]([C:32]([F:33])([F:34])[F:35])[CH:27]=3)[C:11]([CH3:36])=[C:10]2[C:37]([CH:39]2[CH2:40][CH2:41]2)=[O:38])=[CH:5][CH:4]=1)#[N:2]. (4) The product is: [CH2:29]([C:4]1([CH2:1][CH:2]=[CH2:3])[C:27](=[O:28])[N:7]2[CH2:8][CH2:9][NH:10][C@@H:11]([C:12]3[CH:17]=[CH:16][CH:15]=[C:14]([CH3:18])[C:13]=3[CH3:19])[C@@H:6]2[CH2:5]1)[CH:30]=[CH2:31]. Given the reactants [CH2:1]([C:4]1([CH2:29][CH:30]=[CH2:31])[C:27](=[O:28])[N:7]2[CH2:8][CH2:9][N:10](C(OC(C)(C)C)=O)[C@@H:11]([C:12]3[CH:17]=[CH:16][CH:15]=[C:14]([CH3:18])[C:13]=3[CH3:19])[CH:6]2[CH2:5]1)[CH:2]=[CH2:3].Cl.CO.[OH-].[Na+], predict the reaction product. (5) The product is: [CH2:11]([O:8][C:6]1[CH:7]=[C:2]([Br:1])[CH:3]=[CH:4][C:5]=1[O:9][CH3:10])[C:12]1[CH:17]=[CH:16][CH:15]=[CH:14][CH:13]=1. Given the reactants [Br:1][C:2]1[CH:3]=[CH:4][C:5]([O:9][CH3:10])=[C:6]([OH:8])[CH:7]=1.[CH2:11](Br)[C:12]1[CH:17]=[CH:16][CH:15]=[CH:14][CH:13]=1.C([O-])([O-])=O.[K+].[K+], predict the reaction product.